From a dataset of Forward reaction prediction with 1.9M reactions from USPTO patents (1976-2016). Predict the product of the given reaction. (1) Given the reactants Br[CH2:2][C:3](=[O:16])[C:4]([C:7]1[CH:8]=[CH:9][C:10]([F:15])=[C:11]([CH:14]=1)[C:12]#[N:13])([CH3:6])[CH3:5].[N-:17]=[N+:18]=[N-:19].[Na+], predict the reaction product. The product is: [N:17]([CH2:2][C:3](=[O:16])[C:4]([C:7]1[CH:8]=[CH:9][C:10]([F:15])=[C:11]([CH:14]=1)[C:12]#[N:13])([CH3:6])[CH3:5])=[N+:18]=[N-:19]. (2) Given the reactants [Cl:1][C:2]1[CH:17]=[CH:16][C:5]([C:6]([NH:8][CH2:9][CH:10]2[CH2:15][CH2:14][CH2:13][CH2:12][CH2:11]2)=[O:7])=[CH:4][N:3]=1.[CH:18]([Mg]Cl)([CH3:20])[CH3:19].CO.ClC1C(=O)C(C#N)=C(C#N)C(=O)C=1Cl, predict the reaction product. The product is: [CH3:13][CH2:12][CH2:11][CH:10]([CH3:15])[CH3:9].[Cl:1][C:2]1[CH:17]=[C:16]([CH:18]([CH3:20])[CH3:19])[C:5]([C:6]([NH:8][CH2:9][CH:10]2[CH2:15][CH2:14][CH2:13][CH2:12][CH2:11]2)=[O:7])=[CH:4][N:3]=1. (3) Given the reactants [Cl:1][C:2]1[C:7]([N+:8]([O-])=O)=[CH:6][C:5]([C:11]([F:14])([F:13])[F:12])=[CH:4][N:3]=1, predict the reaction product. The product is: [Cl:1][C:2]1[C:7]([NH2:8])=[CH:6][C:5]([C:11]([F:12])([F:13])[F:14])=[CH:4][N:3]=1. (4) Given the reactants [C:1]([C:5]1[CH:10]=[CH:9][C:8]([C:11]2[CH:16]=[C:15](/[CH:17]=[CH:18]/[CH2:19][OH:20])[CH:14]=[C:13]([C:21]3[CH:26]=[CH:25][C:24]([C:27]([CH3:30])([CH3:29])[CH3:28])=[CH:23][CH:22]=3)[CH:12]=2)=[CH:7][CH:6]=1)([CH3:4])([CH3:3])[CH3:2].[CH2:31]([O:33][C@@H:34]([CH2:40][C:41]1[CH:46]=[CH:45][C:44](O)=[CH:43][CH:42]=1)[C:35]([O:37][CH2:38][CH3:39])=[O:36])[CH3:32], predict the reaction product. The product is: [C:27]([C:24]1[CH:25]=[CH:26][C:21]([C:13]2[CH:14]=[C:15](/[CH:17]=[CH:18]/[CH2:19][O:20][C:44]3[CH:43]=[CH:42][C:41]([CH2:40][C@H:34]([O:33][CH2:31][CH3:32])[C:35]([O:37][CH2:38][CH3:39])=[O:36])=[CH:46][CH:45]=3)[CH:16]=[C:11]([C:8]3[CH:7]=[CH:6][C:5]([C:1]([CH3:3])([CH3:4])[CH3:2])=[CH:10][CH:9]=3)[CH:12]=2)=[CH:22][CH:23]=1)([CH3:30])([CH3:29])[CH3:28]. (5) Given the reactants [Br:1][C:2]1[CH:3]=[C:4]2[C:14](=[CH:15][CH:16]=1)[C@:7]1(O[C:10](=[O:12])[NH:9][C:8]1=[O:13])[CH2:6][CH2:5]2.Br[CH2:18][C:19]([N:21]([CH:30]1[CH2:35][CH2:34][N:33]([C:36]([O:38][C:39]([CH3:42])([CH3:41])[CH3:40])=[O:37])[CH2:32][CH2:31]1)[CH2:22][C:23]1[CH:28]=[CH:27][C:26]([F:29])=[CH:25][CH:24]=1)=[O:20].BrCC([N:47](CC1C=CC(F)=CC=1)[C@@H](C)C(F)(F)F)=O, predict the reaction product. The product is: [Br:1][C:2]1[CH:3]=[C:4]2[C:14](=[CH:15][CH:16]=1)[C@:7]1([C:8](=[O:13])[N:9]([CH2:18][C:19]([N:21]([CH:30]3[CH2:35][CH2:34][N:33]([C:36]([O:38][C:39]([CH3:42])([CH3:41])[CH3:40])=[O:37])[CH2:32][CH2:31]3)[CH2:22][C:23]3[CH:28]=[CH:27][C:26]([F:29])=[CH:25][CH:24]=3)=[O:20])[C:10](=[O:12])[NH:47]1)[CH2:6][CH2:5]2. (6) Given the reactants FC(F)(F)C([N:5]1[CH2:11][CH2:10][C:9]2[CH:12]=[C:13]([I:26])[C:14]([O:16][CH2:17][C:18](=O)[C:19]3[CH:24]=[CH:23][CH:22]=[CH:21][CH:20]=3)=[CH:15][C:8]=2[CH2:7][CH2:6]1)=O, predict the reaction product. The product is: [I:26][C:13]1[C:14]2[O:16][CH:17]=[C:18]([C:19]3[CH:20]=[CH:21][CH:22]=[CH:23][CH:24]=3)[C:15]=2[C:8]2[CH2:7][CH2:6][NH:5][CH2:11][CH2:10][C:9]=2[CH:12]=1. (7) The product is: [OH:28][CH2:27][CH:26]([NH:25][C:7](=[O:9])[C:6]1[CH:10]=[CH:11][C:3]([O:2][CH3:1])=[C:4](/[CH:12]=[CH:13]/[C:14]2[CH:19]=[CH:18][C:17]([O:20][C:21]([F:23])([F:22])[F:24])=[CH:16][CH:15]=2)[CH:5]=1)[CH3:29]. Given the reactants [CH3:1][O:2][C:3]1[CH:11]=[CH:10][C:6]([C:7]([OH:9])=O)=[CH:5][C:4]=1/[CH:12]=[CH:13]/[C:14]1[CH:19]=[CH:18][C:17]([O:20][C:21]([F:24])([F:23])[F:22])=[CH:16][CH:15]=1.[NH2:25][CH:26]([CH3:29])[CH2:27][OH:28], predict the reaction product. (8) The product is: [C:1]([O:5][C:6](=[O:7])[NH:8][C@H:9]([C:10](=[O:11])[NH2:16])[CH2:13][CH3:14])([CH3:4])([CH3:3])[CH3:2]. Given the reactants [C:1]([O:5][C:6]([NH:8][C@@H:9]([CH2:13][CH3:14])[C:10](O)=[O:11])=[O:7])([CH3:4])([CH3:3])[CH3:2].C[N:16]1CCOCC1.ClC(OCC(C)C)=O.[NH4+].[OH-], predict the reaction product. (9) Given the reactants [CH:1]1([CH:7]=O)[CH2:6][CH2:5][CH2:4][CH2:3][CH2:2]1.[CH3:9][C:10]([S@:13]([NH2:15])=[O:14])([CH3:12])[CH3:11].CC1C=CC(S([O-])(=O)=O)=CC=1.C1C=C[NH+]=CC=1, predict the reaction product. The product is: [CH:1]1(/[CH:7]=[N:15]/[S@@:13]([C:10]([CH3:12])([CH3:11])[CH3:9])=[O:14])[CH2:6][CH2:5][CH2:4][CH2:3][CH2:2]1. (10) Given the reactants [C:1]([C:5]1[CH:10]=[C:9]([N+:11]([O-:13])=[O:12])[C:8]([OH:14])=[C:7]([Cl:15])[CH:6]=1)([CH3:4])([CH3:3])[CH3:2].[C:16]([O-])([O-])=O.[K+].[K+].CI, predict the reaction product. The product is: [C:1]([C:5]1[CH:10]=[C:9]([N+:11]([O-:13])=[O:12])[C:8]([O:14][CH3:16])=[C:7]([Cl:15])[CH:6]=1)([CH3:4])([CH3:2])[CH3:3].